This data is from Reaction yield outcomes from USPTO patents with 853,638 reactions. The task is: Predict the reaction yield, written as a fraction of the theoretical maximum amount of product (1.0 means a 100% yield; for example, 0.34 means a 34% yield). (1) The reactants are C1C=CC(P(C2C(C3C(P(C4C=CC=CC=4)C4C=CC=CC=4)=CC=C4C=3C=CC=C4)=C3C(C=CC=C3)=CC=2)C2C=CC=CC=2)=CC=1.C(=O)([O-])[O-].[Cs+].[Cs+].Br[C:54]1[CH:55]=[C:56]([F:70])[CH:57]=[C:58]2[C:63]=1[O:62]C(C(OCC)=O)=[CH:60][C:59]2=[O:69].[CH3:71][N:72]1[CH2:77][CH2:76][NH:75][CH2:74][CH2:73]1.[OH-].[Na+]. The catalyst is C1(OC)C=CC=CC=1.C1C=CC(/C=C/C(/C=C/C2C=CC=CC=2)=O)=CC=1.C1C=CC(/C=C/C(/C=C/C2C=CC=CC=2)=O)=CC=1.C1C=CC(/C=C/C(/C=C/C2C=CC=CC=2)=O)=CC=1.[Pd].[Pd]. The product is [F:70][C:56]1[CH:55]=[C:54]([N:75]2[CH2:76][CH2:77][N:72]([CH3:71])[CH2:73][CH2:74]2)[C:63]([OH:62])=[C:58]([C:59](=[O:69])[CH3:60])[CH:57]=1. The yield is 0.0500. (2) The reactants are [C:1](#[N:4])[CH:2]=[CH2:3].S(=O)(=O)(O)[OH:6].[CH2:10](O)[C:11]1[CH:16]=[CH:15][CH:14]=[CH:13][CH:12]=1. No catalyst specified. The product is [CH2:10]([NH:4][C:1](=[O:6])[CH:2]=[CH2:3])[C:11]1[CH:16]=[CH:15][CH:14]=[CH:13][CH:12]=1. The yield is 0.868.